This data is from Reaction yield outcomes from USPTO patents with 853,638 reactions. The task is: Predict the reaction yield, written as a fraction of the theoretical maximum amount of product (1.0 means a 100% yield; for example, 0.34 means a 34% yield). (1) The reactants are [Cl:1][C:2]1[CH:7]=[CH:6][C:5]([C:8]2[S:9][C:10]3[C:11](=[O:34])[N:12]([C:17]4[CH:22]=[CH:21][C:20]([CH2:23][CH2:24][CH:25](OCC)[O:26]CC)=[C:19]([O:32][CH3:33])[CH:18]=4)[CH:13]=[CH:14][C:15]=3[N:16]=2)=[CH:4][CH:3]=1.C(O)(=O)C. The catalyst is C1COCC1.O.CCOC(C)=O. The product is [Cl:1][C:2]1[CH:7]=[CH:6][C:5]([C:8]2[S:9][C:10]3[C:11](=[O:34])[N:12]([C:17]4[CH:22]=[CH:21][C:20]([CH2:23][CH2:24][CH:25]=[O:26])=[C:19]([O:32][CH3:33])[CH:18]=4)[CH:13]=[CH:14][C:15]=3[N:16]=2)=[CH:4][CH:3]=1. The yield is 0.610. (2) The reactants are FC(F)(F)C(O)=O.[CH2:8]([N:15]1[C@@H:20]2[C@H:21]([C:23]([OH:25])=O)[CH2:22][C@@:16]1([C:42]1[CH:47]=[CH:46][CH:45]=[CH:44][CH:43]=1)[C@H:17]([O:26][CH2:27][C:28]1[CH:33]=[C:32]([C:34]([F:37])([F:36])[F:35])[CH:31]=[C:30]([C:38]([F:41])([F:40])[F:39])[CH:29]=1)[CH2:18][CH2:19]2)[C:9]1[CH:14]=[CH:13][CH:12]=[CH:11][CH:10]=1.N.O1CCOCC1.C([N:57](CC)CC)C.Cl.CN(C)CCCN=C=NCC. The catalyst is C(OCC)(=O)C. The product is [CH2:8]([N:15]1[C@@H:20]2[C@H:21]([C:23]([NH2:57])=[O:25])[CH2:22][C@@:16]1([C:42]1[CH:43]=[CH:44][CH:45]=[CH:46][CH:47]=1)[C@H:17]([O:26][CH2:27][C:28]1[CH:33]=[C:32]([C:34]([F:35])([F:37])[F:36])[CH:31]=[C:30]([C:38]([F:39])([F:41])[F:40])[CH:29]=1)[CH2:18][CH2:19]2)[C:9]1[CH:10]=[CH:11][CH:12]=[CH:13][CH:14]=1. The yield is 0.560. (3) The product is [NH2:33][C@@H:3]1[CH2:4][C@H:5]([C:9]2[CH:14]=[CH:13][N:12]=[CH:11][C:10]=2[NH:15][C:16](=[O:32])[C:17]2[CH:22]=[CH:21][C:20]([F:23])=[C:19]([C:24]3[C:29]([F:30])=[CH:28][CH:27]=[CH:26][C:25]=3[F:31])[N:18]=2)[CH2:6][C@H:7]([CH3:8])[C@@H:2]1[NH:1][C:50](=[O:51])[O:52][CH2:47][CH3:49]. The yield is 0.140. The catalyst is C(Cl)Cl. The reactants are [NH2:1][C@H:2]1[C@@H:7]([CH3:8])[CH2:6][C@@H:5]([C:9]2[CH:14]=[CH:13][N:12]=[CH:11][C:10]=2[NH:15][C:16](=[O:32])[C:17]2[CH:22]=[CH:21][C:20]([F:23])=[C:19]([C:24]3[C:29]([F:30])=[CH:28][CH:27]=[CH:26][C:25]=3[F:31])[N:18]=2)[CH2:4][C@H:3]1[NH:33]C(=O)OC(C)(C)C.CCN([CH:47]([CH3:49])C)C(C)C.[C:50]([O-])([OH:52])=[O:51].[Na+]. (4) The reactants are [CH2:1]([C:3]1[CH:8]=[CH:7][CH:6]=[CH:5][C:4]=1[NH:9][C:10]([N:12]1[CH2:17][CH2:16][N:15]([C:18]([O:20][C:21]([CH3:24])([CH3:23])[CH3:22])=[O:19])[CH2:14][CH:13]1[CH2:25]O)=[O:11])[CH3:2].C1CCN2C(=NCCC2)CC1.CS(Cl)(=O)=O.O. The catalyst is ClCCl. The product is [CH2:1]([C:3]1[CH:8]=[CH:7][CH:6]=[CH:5][C:4]=1[N:9]1[CH2:25][CH:13]2[CH2:14][N:15]([C:18]([O:20][C:21]([CH3:23])([CH3:22])[CH3:24])=[O:19])[CH2:16][CH2:17][N:12]2[C:10]1=[O:11])[CH3:2]. The yield is 0.900. (5) The reactants are C(OC(=O)[NH:7][CH2:8][CH2:9][N:10]([C:26](=[O:29])[CH2:27][Cl:28])[CH2:11][CH:12]1[CH2:17][CH2:16][N:15]([C:18]2[CH:23]=[CH:22][C:21](=[O:24])[N:20]([CH3:25])[N:19]=2)[CH2:14][CH2:13]1)(C)(C)C.Cl. The catalyst is CO. The product is [ClH:28].[NH2:7][CH2:8][CH2:9][N:10]([CH2:11][CH:12]1[CH2:13][CH2:14][N:15]([C:18]2[CH:23]=[CH:22][C:21](=[O:24])[N:20]([CH3:25])[N:19]=2)[CH2:16][CH2:17]1)[C:26](=[O:29])[CH2:27][Cl:28]. The yield is 0.980. (6) The reactants are [CH2:1]([C:15]1[CH:21]=[CH:20][C:18]([NH2:19])=[CH:17][CH:16]=1)[CH2:2][CH2:3][CH2:4][CH2:5][CH2:6][CH2:7][CH2:8][CH2:9][CH2:10][CH2:11][CH2:12][CH2:13][CH3:14].O.[N:23]([O-])=O.[Na+].[CH2:27]([CH:29]([CH2:40][CH2:41][CH2:42][CH3:43])[CH2:30][N:31]1[C:36]([OH:37])=[CH:35][C:34]([CH3:38])=[CH:33][C:32]1=[O:39])[CH3:28]. The catalyst is Cl. The product is [CH2:27]([CH:29]([CH2:40][CH2:41][CH2:42][CH3:43])[CH2:30][N:31]1[C:36]([OH:37])=[C:35](/[N:23]=[N:19]/[C:18]2[CH:17]=[CH:16][C:15]([CH2:1][CH2:2][CH2:3][CH2:4][CH2:5][CH2:6][CH2:7][CH2:8][CH2:9][CH2:10][CH2:11][CH2:12][CH2:13][CH3:14])=[CH:21][CH:20]=2)[C:34]([CH3:38])=[CH:33][C:32]1=[O:39])[CH3:28]. The yield is 0.830. (7) The reactants are [Br:1][C:2]1[CH:18]=[CH:17][C:5]([C:6]([CH2:8][CH2:9][CH2:10][CH2:11][CH2:12][CH2:13][C:14](O)=[O:15])=[O:7])=[CH:4][CH:3]=1.[NH2:19][OH:20].Cl. The catalyst is C(N(CC)CC)C. The product is [OH:20][NH:19][C:14](=[O:15])[CH2:13][CH2:12][CH2:11][CH2:10][CH2:9][CH2:8][C:6](=[O:7])[C:5]1[CH:17]=[CH:18][C:2]([Br:1])=[CH:3][CH:4]=1. The yield is 0.310. (8) The product is [C:31]([O:30][C:29]([NH:28][C@H:23]1[CH2:24][CH2:25][CH2:26][CH2:27][C@H:22]1[NH:21][C:4]1[N:3]=[C:2]([Cl:1])[C:7]2[C:8](=[O:18])[N:9]([C:11]([O:13][C:14]([CH3:17])([CH3:16])[CH3:15])=[O:12])[CH2:10][C:6]=2[C:5]=1[F:19])=[O:35])([CH3:34])([CH3:32])[CH3:33]. The catalyst is CC(O)C.CS(C)=O. The yield is 0.490. The reactants are [Cl:1][C:2]1[C:7]2[C:8](=[O:18])[N:9]([C:11]([O:13][C:14]([CH3:17])([CH3:16])[CH3:15])=[O:12])[CH2:10][C:6]=2[C:5]([F:19])=[C:4](Cl)[N:3]=1.[NH2:21][C@@H:22]1[CH2:27][CH2:26][CH2:25][CH2:24][C@@H:23]1[NH:28][C:29](=[O:35])[O:30][C:31]([CH3:34])([CH3:33])[CH3:32].CCN(C(C)C)C(C)C.O. (9) The product is [F:1][C:2]1[CH:3]=[CH:4][C:5]([N+:9]([O-:11])=[O:10])=[C:6]([O:8][CH:13]([CH3:15])[CH3:14])[CH:7]=1. The yield is 0.780. The reactants are [F:1][C:2]1[CH:3]=[CH:4][C:5]([N+:9]([O-:11])=[O:10])=[C:6]([OH:8])[CH:7]=1.I[CH:13]([CH3:15])[CH3:14].C([O-])([O-])=O.[K+].[K+]. The catalyst is CC(C)=O.